Dataset: Forward reaction prediction with 1.9M reactions from USPTO patents (1976-2016). Task: Predict the product of the given reaction. (1) The product is: [Cl:7][C:8]1[C:17]([C:18]2[CH:23]=[CH:22][CH:21]=[CH:20][CH:19]=2)=[C:16]([Cl:24])[C:15]2[C:10](=[CH:11][CH:12]=[C:13]([C:25]([C:27]3[O:31][N:30]=[C:29]([CH3:32])[CH:28]=3)=[O:26])[CH:14]=2)[N:9]=1. Given the reactants O1CCOCC1.[Cl:7][C:8]1[C:17]([C:18]2[CH:23]=[CH:22][CH:21]=[CH:20][CH:19]=2)=[C:16]([Cl:24])[C:15]2[C:10](=[CH:11][CH:12]=[C:13]([CH:25]([C:27]3[O:31][N:30]=[C:29]([CH3:32])[CH:28]=3)[OH:26])[CH:14]=2)[N:9]=1, predict the reaction product. (2) Given the reactants [Cl:1][C:2]1[CH:7]=[CH:6][C:5]([SH:8])=[CH:4][CH:3]=1.Cl[CH2:10][C:11](=[O:18])[CH2:12][C:13]([O:15][CH2:16][CH3:17])=[O:14].C(N(CC)CC)C.NN, predict the reaction product. The product is: [Cl:1][C:2]1[CH:7]=[CH:6][C:5]([S:8][CH2:10][C:11](=[O:18])[CH2:12][C:13]([O:15][CH2:16][CH3:17])=[O:14])=[CH:4][CH:3]=1. (3) Given the reactants [OH:1][CH2:2][C:3]1[S:7][C:6]([C:8]([O:10]C)=[O:9])=[CH:5][CH:4]=1.N1C=CC=CC=1.[CH:18]([Si:21](Cl)([CH:25]([CH3:27])[CH3:26])[CH:22]([CH3:24])[CH3:23])([CH3:20])[CH3:19].O, predict the reaction product. The product is: [CH:18]([Si:21]([CH:25]([CH3:27])[CH3:26])([CH:22]([CH3:24])[CH3:23])[O:1][CH2:2][C:3]1[S:7][C:6]([C:8]([OH:10])=[O:9])=[CH:5][CH:4]=1)([CH3:20])[CH3:19].